Dataset: Forward reaction prediction with 1.9M reactions from USPTO patents (1976-2016). Task: Predict the product of the given reaction. (1) Given the reactants [CH2:1]([N:8]1[C:16]2[C:15](=[O:17])[N:14]([CH2:18][CH2:19][CH2:20][CH2:21][C@@H:22]([O:24]C(=O)C3C=CC([N+]([O-])=O)=CC=3)[CH3:23])[C:13](=[O:36])[N:12]([CH3:37])[C:11]=2[N:10]=[CH:9]1)[C:2]1[CH:7]=[CH:6][CH:5]=[CH:4][CH:3]=1.[OH-].[Na+].Cl, predict the reaction product. The product is: [CH2:1]([N:8]1[C:16]2[C:15](=[O:17])[N:14]([CH2:18][CH2:19][CH2:20][CH2:21][C@@H:22]([OH:24])[CH3:23])[C:13](=[O:36])[N:12]([CH3:37])[C:11]=2[N:10]=[CH:9]1)[C:2]1[CH:7]=[CH:6][CH:5]=[CH:4][CH:3]=1. (2) Given the reactants C([O:3][C:4]([C:6]1[NH:19][C:9]2=[CH:10][N:11]=[C:12]([O:14][CH2:15][CH2:16][O:17][CH3:18])[CH:13]=[C:8]2[CH:7]=1)=[O:5])C.[Li+].[OH-], predict the reaction product. The product is: [CH3:18][O:17][CH2:16][CH2:15][O:14][C:12]1[CH:13]=[C:8]2[CH:7]=[C:6]([C:4]([OH:5])=[O:3])[NH:19][C:9]2=[CH:10][N:11]=1. (3) Given the reactants [Br:1][C:2]1[CH:3]=[C:4]2[C:9](=[CH:10][CH:11]=1)[N:8]([C:12](=[O:14])[CH3:13])[C@@H:7]([CH3:15])[CH2:6][NH:5]2.N[C@@H:17](C)CO, predict the reaction product. The product is: [Br:1][C:2]1[CH:3]=[C:4]2[C:9](=[CH:10][CH:11]=1)[N:8]([C:12](=[O:14])[CH3:13])[C@@H:7]([CH2:15][CH3:17])[CH2:6][NH:5]2. (4) Given the reactants O=C1CCC(=O)N1O[C:9]([C:11]1[CH:15]=[C:14]([NH:16][C:17]2[C:26]3[C:21](=[CH:22][CH:23]=[CH:24][CH:25]=3)[N:20]=[C:19]([C:27]3[CH:32]=[CH:31][CH:30]=[CH:29][CH:28]=3)[N:18]=2)[NH:13][N:12]=1)=O.[NH3:33].[OH2:34], predict the reaction product. The product is: [C:9]([C:11]1[CH:15]=[C:14]([NH:16][C:17]2[C:26]3[C:21](=[CH:22][CH:23]=[CH:24][CH:25]=3)[N:20]=[C:19]([C:27]3[CH:32]=[CH:31][CH:30]=[CH:29][CH:28]=3)[N:18]=2)[NH:13][N:12]=1)(=[O:34])[NH2:33]. (5) Given the reactants [CH:1]1([C:4]2[CH:28]=[CH:27][C:7](/[CH:8]=[C:9]3\[N:10]=[C:11]([C:15]4[CH:20]=[CH:19][C:18]([O:21][CH2:22][CH2:23][CH:24]5[CH2:26][CH2:25]5)=[CH:17][CH:16]=4)[O:12][C:13]\3=[O:14])=[CH:6][CH:5]=2)[CH2:3][CH2:2]1.[NH2:29][CH2:30][CH2:31][OH:32], predict the reaction product. The product is: [CH:24]1([CH2:23][CH2:22][O:21][C:18]2[CH:19]=[CH:20][C:15]([C:11]([NH:10]/[C:9](/[C:13]([NH:29][CH2:30][CH2:31][OH:32])=[O:14])=[CH:8]\[C:7]3[CH:27]=[CH:28][C:4]([CH:1]4[CH2:2][CH2:3]4)=[CH:5][CH:6]=3)=[O:12])=[CH:16][CH:17]=2)[CH2:26][CH2:25]1. (6) Given the reactants Cl.Cl.[OH:3][CH2:4][C:5]1[S:6][CH:7]=[CH:8][C:9]=1[C:10]1[NH:11][C:12]([CH2:21][CH3:22])=[C:13]([C:15]2[CH:16]=[N:17][CH:18]=[CH:19][CH:20]=2)[N:14]=1, predict the reaction product. The product is: [CH:4]([C:5]1[S:6][CH:7]=[CH:8][C:9]=1[C:10]1[NH:11][C:12]([CH2:21][CH3:22])=[C:13]([C:15]2[CH:16]=[N:17][CH:18]=[CH:19][CH:20]=2)[N:14]=1)=[O:3]. (7) Given the reactants C[O:2][C:3]1[CH:11]=[C:10]2[C:6]([C:7]([CH3:12])=[N:8][NH:9]2)=[CH:5][CH:4]=1.B(Br)(Br)Br, predict the reaction product. The product is: [CH3:12][C:7]1[C:6]2[C:10](=[CH:11][C:3]([OH:2])=[CH:4][CH:5]=2)[NH:9][N:8]=1.